From a dataset of Full USPTO retrosynthesis dataset with 1.9M reactions from patents (1976-2016). Predict the reactants needed to synthesize the given product. (1) Given the product [F:11][C:2]([F:1])([F:12])[C:3]1[CH:8]=[CH:7][N:6]=[CH:5][C:4]=1[CH2:9][NH2:10], predict the reactants needed to synthesize it. The reactants are: [F:1][C:2]([F:12])([F:11])[C:3]1[CH:8]=[CH:7][N:6]=[CH:5][C:4]=1[C:9]#[N:10].N.CO.[H][H]. (2) Given the product [Br-:29].[CH2:28]([O:3][C:2](=[O:4])[CH2:5][CH2:6][CH2:7][N+:8]1[C:16]2[C:11](=[CH:12][CH:13]=[CH:14][CH:15]=2)[C:10]([CH3:18])([CH3:17])[C:9]=1[CH3:19])[CH:27]=[CH2:26], predict the reactants needed to synthesize it. The reactants are: [Br-].[C:2]([CH2:5][CH2:6][CH2:7][N+:8]1[C:16]2[C:11](=[CH:12][CH:13]=[CH:14][CH:15]=2)[C:10]([CH3:18])([CH3:17])[C:9]=1[CH3:19])([OH:4])=[O:3].C([O-])([O-])=O.[K+].[K+].[CH2:26]([Br:29])[CH:27]=[CH2:28]. (3) Given the product [CH2:29]([N:28]=[C:26]=[O:27])[CH2:30][CH2:31][CH2:32][CH2:33][CH2:34][CH2:35][CH2:36][CH2:29][CH2:30][CH2:31][CH2:32][CH2:33][CH3:34], predict the reactants needed to synthesize it. The reactants are: CC(OC(C1SC(N[C:26]([NH:28][CH2:29][CH2:30][CH2:31][CH2:32][CH2:33][CH2:34][CH2:35][CH3:36])=[O:27])=C(C(OC(C)(C)C)=O)C=1C)=O)CCCCCC. (4) The reactants are: [CH3:1][Si]([N-][Si](C)(C)C)(C)C.[K+].[C:11]([O:15][C:16](=[O:23])[NH:17][CH:18]1[CH2:21][C:20](=O)[CH2:19]1)([CH3:14])([CH3:13])[CH3:12]. Given the product [C:11]([O:15][C:16](=[O:23])[NH:17][CH:18]1[CH2:21][C:20](=[CH2:1])[CH2:19]1)([CH3:14])([CH3:13])[CH3:12], predict the reactants needed to synthesize it. (5) Given the product [OH:27][CH2:26][C:25]1[CH:28]=[C:5]([NH:1][C:6]([CH:8]2[CH2:16][C:15]3[C:10](=[CH:11][C:12]([O:19][CH3:20])=[C:13]([O:17][CH3:18])[CH:14]=3)[C:9]2=[O:21])=[S:7])[CH:4]=[CH:23][CH:24]=1, predict the reactants needed to synthesize it. The reactants are: [N:1]1([C:6]([CH:8]2[CH2:16][C:15]3[C:10](=[CH:11][C:12]([O:19][CH3:20])=[C:13]([O:17][CH3:18])[CH:14]=3)[C:9]2=[O:21])=[S:7])[CH:5]=[CH:4]N=C1.N[C:23]1[CH:24]=[C:25]([CH:28]=CC=1)[CH2:26][OH:27].